This data is from Catalyst prediction with 721,799 reactions and 888 catalyst types from USPTO. The task is: Predict which catalyst facilitates the given reaction. (1) Reactant: [OH-:1].[Na+].OO.[C:5]([O:9][C:10]([N:12]1[CH2:17][CH2:16][C:15]([C:32]#[N:33])([NH:18][C:19]([C:21]2[C:29]3[O:28][C:27]([F:31])([F:30])[O:26][C:25]=3[CH:24]=[CH:23][CH:22]=2)=O)[CH2:14][CH2:13]1)=[O:11])([CH3:8])([CH3:7])[CH3:6]. Product: [C:5]([O:9][C:10]([N:12]1[CH2:17][CH2:16][C:15]2([N:18]=[C:19]([C:21]3[C:29]4[O:28][C:27]([F:31])([F:30])[O:26][C:25]=4[CH:24]=[CH:23][CH:22]=3)[NH:33][C:32]2=[O:1])[CH2:14][CH2:13]1)=[O:11])([CH3:8])([CH3:7])[CH3:6]. The catalyst class is: 242. (2) Reactant: [BH-](OC(C)=O)(OC(C)=O)OC(C)=O.[Na+].[NH:15]1[CH2:20][CH2:19][CH2:18][CH2:17][CH2:16]1.[CH2:21]([N:28]1[CH2:32][CH2:31][CH2:30][C:29]1=O)[C:22]1[CH:27]=[CH:26][CH:25]=[CH:24][CH:23]=1.C([O-])(O)=O.[Na+]. Product: [CH2:21]([N:28]1[CH2:32][CH2:31][CH:30]([N:15]2[CH2:20][CH2:19][CH2:18][CH2:17][CH2:16]2)[CH2:29]1)[C:22]1[CH:27]=[CH:26][CH:25]=[CH:24][CH:23]=1. The catalyst class is: 559.